Task: Regression. Given a peptide amino acid sequence and an MHC pseudo amino acid sequence, predict their binding affinity value. This is MHC class I binding data.. Dataset: Peptide-MHC class I binding affinity with 185,985 pairs from IEDB/IMGT (1) The peptide sequence is ATPHSVWVF. The MHC is HLA-A24:03 with pseudo-sequence HLA-A24:03. The binding affinity (normalized) is 0.689. (2) The peptide sequence is LSRGFESGI. The MHC is Mamu-A02 with pseudo-sequence Mamu-A02. The binding affinity (normalized) is 0.725. (3) The peptide sequence is NSLEVEDYGF. The MHC is HLA-A23:01 with pseudo-sequence HLA-A23:01. The binding affinity (normalized) is 0.205. (4) The MHC is HLA-A02:02 with pseudo-sequence HLA-A02:02. The peptide sequence is ILPMIIGEPI. The binding affinity (normalized) is 0.566. (5) The peptide sequence is WMRGRGRAL. The binding affinity (normalized) is 0.0847. The MHC is HLA-A31:01 with pseudo-sequence HLA-A31:01.